This data is from Catalyst prediction with 721,799 reactions and 888 catalyst types from USPTO. The task is: Predict which catalyst facilitates the given reaction. Product: [CH3:22][O:15][C:13](=[O:14])[CH2:12][C:11]1[CH:2]=[C:3]2[C:8](=[CH:9][C:10]=1[F:16])[N:7]=[CH:6][CH:5]=[CH:4]2. Reactant: F[C:2]1[C:11]([CH2:12][C:13]([OH:15])=[O:14])=[C:10]([F:16])[CH:9]=[C:8]2[C:3]=1[CH:4]=[CH:5][CH:6]=[N:7]2.OS(O)(=O)=O.[CH3:22]O. The catalyst class is: 13.